Dataset: Catalyst prediction with 721,799 reactions and 888 catalyst types from USPTO. Task: Predict which catalyst facilitates the given reaction. (1) Reactant: [CH2:1]([C:3]1[C:7]([C:8]2[CH:13]=[CH:12][CH:11]=[CH:10][N:9]=2)=[C:6]([NH2:14])[NH:5][N:4]=1)[CH3:2].[O:15]1[C:19]2[CH:20]=[CH:21][C:22]([C:24](=O)[CH2:25][C:26](OCC)=[O:27])=[CH:23][C:18]=2[O:17][CH2:16]1.CC1C=CC(S(O)(=O)=O)=CC=1. Product: [O:15]1[C:19]2[CH:20]=[CH:21][C:22]([C:24]3[NH:14][C:6]4[N:5]([N:4]=[C:3]([CH2:1][CH3:2])[C:7]=4[C:8]4[CH:13]=[CH:12][CH:11]=[CH:10][N:9]=4)[C:26](=[O:27])[CH:25]=3)=[CH:23][C:18]=2[O:17][CH2:16]1. The catalyst class is: 114. (2) Reactant: C(OC([N:8]1[CH2:12][C@@H:11]([CH2:13][N:14]([CH:31]([CH3:33])[CH3:32])[C:15](=[O:30])[C:16]2[CH:21]=[CH:20][C:19]([O:22][CH3:23])=[C:18]([O:24][CH2:25][CH2:26][CH2:27][O:28][CH3:29])[CH:17]=2)[C@H:10]([NH2:34])[CH2:9]1)=O)(C)(C)C.Cl[C:36]([O:38][C:39]1[CH:44]=[CH:43][CH:42]=[CH:41][CH:40]=1)=[O:37].CC#N.O.CC#N. Product: [C:39]1([O:38][C:36](=[O:37])[NH:34][C@H:10]2[C@H:11]([CH2:13][N:14]([CH:31]([CH3:32])[CH3:33])[C:15](=[O:30])[C:16]3[CH:21]=[CH:20][C:19]([O:22][CH3:23])=[C:18]([O:24][CH2:25][CH2:26][CH2:27][O:28][CH3:29])[CH:17]=3)[CH2:12][NH:8][CH2:9]2)[CH:44]=[CH:43][CH:42]=[CH:41][CH:40]=1. The catalyst class is: 6. (3) Reactant: C(=O)([O-])O.[Na+].Br[CH2:7][C:8](=O)[C:9]([O:11][CH2:12][CH3:13])=[O:10].[C:15]([NH2:25])(=[O:24])[CH:16]=[CH:17][C:18]1[CH:23]=[CH:22][CH:21]=[CH:20][CH:19]=1. Product: [CH2:12]([O:11][C:9]([C:8]1[N:25]=[C:15](/[CH:16]=[CH:17]/[C:18]2[CH:23]=[CH:22][CH:21]=[CH:20][CH:19]=2)[O:24][CH:7]=1)=[O:10])[CH3:13]. The catalyst class is: 7.